From a dataset of Reaction yield outcomes from USPTO patents with 853,638 reactions. Predict the reaction yield, written as a fraction of the theoretical maximum amount of product (1.0 means a 100% yield; for example, 0.34 means a 34% yield). The reactants are [CH3:1][C:2]1([CH3:16])[O:7][C:6]2[CH:8]=[CH:9][C:10]([N+:12]([O-:14])=[O:13])=[CH:11][C:5]=2[NH:4][C:3]1=O.COC1C=CC(P2(SP(C3C=CC(OC)=CC=3)(=S)S2)=[S:26])=CC=1. The catalyst is C1(C)C=CC=CC=1. The product is [CH3:1][C:2]1([CH3:16])[O:7][C:6]2[CH:8]=[CH:9][C:10]([N+:12]([O-:14])=[O:13])=[CH:11][C:5]=2[NH:4][C:3]1=[S:26]. The yield is 0.820.